From a dataset of NCI-60 drug combinations with 297,098 pairs across 59 cell lines. Regression. Given two drug SMILES strings and cell line genomic features, predict the synergy score measuring deviation from expected non-interaction effect. (1) Drug 1: CN(CC1=CN=C2C(=N1)C(=NC(=N2)N)N)C3=CC=C(C=C3)C(=O)NC(CCC(=O)O)C(=O)O. Drug 2: C1C(C(OC1N2C=C(C(=O)NC2=O)F)CO)O. Cell line: A498. Synergy scores: CSS=20.4, Synergy_ZIP=-3.93, Synergy_Bliss=-3.62, Synergy_Loewe=-14.4, Synergy_HSA=-7.29. (2) Drug 1: C1=CC(=C2C(=C1NCCNCCO)C(=O)C3=C(C=CC(=C3C2=O)O)O)NCCNCCO. Drug 2: C1CN(CCN1C(=O)CCBr)C(=O)CCBr. Cell line: SF-268. Synergy scores: CSS=41.3, Synergy_ZIP=-4.49, Synergy_Bliss=-4.49, Synergy_Loewe=-8.99, Synergy_HSA=-0.0184. (3) Drug 1: CCC1=C2CN3C(=CC4=C(C3=O)COC(=O)C4(CC)O)C2=NC5=C1C=C(C=C5)O. Drug 2: CCN(CC)CCNC(=O)C1=C(NC(=C1C)C=C2C3=C(C=CC(=C3)F)NC2=O)C. Cell line: HOP-62. Synergy scores: CSS=42.3, Synergy_ZIP=3.33, Synergy_Bliss=3.93, Synergy_Loewe=-32.0, Synergy_HSA=0.970. (4) Drug 1: C1=CC(=CC=C1CCC2=CNC3=C2C(=O)NC(=N3)N)C(=O)NC(CCC(=O)O)C(=O)O. Drug 2: CN1C(=O)N2C=NC(=C2N=N1)C(=O)N. Cell line: CAKI-1. Synergy scores: CSS=17.0, Synergy_ZIP=4.84, Synergy_Bliss=5.27, Synergy_Loewe=-4.92, Synergy_HSA=3.86. (5) Drug 1: CS(=O)(=O)C1=CC(=C(C=C1)C(=O)NC2=CC(=C(C=C2)Cl)C3=CC=CC=N3)Cl. Drug 2: CC1=C2C(C(=O)C3(C(CC4C(C3C(C(C2(C)C)(CC1OC(=O)C(C(C5=CC=CC=C5)NC(=O)C6=CC=CC=C6)O)O)OC(=O)C7=CC=CC=C7)(CO4)OC(=O)C)O)C)OC(=O)C. Cell line: NCI-H522. Synergy scores: CSS=60.9, Synergy_ZIP=5.14, Synergy_Bliss=6.34, Synergy_Loewe=-30.0, Synergy_HSA=7.34. (6) Drug 1: C1CC(=O)NC(=O)C1N2C(=O)C3=CC=CC=C3C2=O. Drug 2: CC1C(C(CC(O1)OC2CC(CC3=C2C(=C4C(=C3O)C(=O)C5=C(C4=O)C(=CC=C5)OC)O)(C(=O)CO)O)N)O.Cl. Cell line: HS 578T. Synergy scores: CSS=41.5, Synergy_ZIP=4.95, Synergy_Bliss=2.87, Synergy_Loewe=-27.4, Synergy_HSA=2.83.